From a dataset of Full USPTO retrosynthesis dataset with 1.9M reactions from patents (1976-2016). Predict the reactants needed to synthesize the given product. (1) The reactants are: [SH3+].[Br-].[CH2:3]([S+]1CCCC1)[C:4]1[CH:9]=[CH:8][CH:7]=[CH:6][CH:5]=1.[CH2:15]([O:17][C:18](=[O:28])/[CH:19]=[CH:20]/[C:21]1[CH:26]=[CH:25][CH:24]=[CH:23][C:22]=1[Br:27])[CH3:16].[Li+].C[Si]([N-][Si](C)(C)C)(C)C. Given the product [CH2:15]([O:17][C:18]([C@@H:19]1[C@H:3]([C:4]2[CH:9]=[CH:8][CH:7]=[CH:6][CH:5]=2)[C@H:20]1[C:21]1[CH:26]=[CH:25][CH:24]=[CH:23][C:22]=1[Br:27])=[O:28])[CH3:16], predict the reactants needed to synthesize it. (2) Given the product [CH3:40][O:39][C:32]1[CH:33]=[CH:34][C:28]([CH2:27][N:24]=[C:25]([C:26]2[CH:4]=[C:5]3[C:9](=[CH:10][CH:11]=2)[NH:8][N:7]=[C:6]3[CH3:21])[SH:35])=[CH:30][CH:31]=1, predict the reactants needed to synthesize it. The reactants are: C(C1[CH:4]=[C:5]2[C:9](=[CH:10][CH:11]=1)[N:8](CC1C=CC(OC)=CC=1)[N:7]=[C:6]2[CH3:21])#N.C([N:24]([CH2:27][CH3:28])[CH2:25][CH3:26])C.N1[CH:34]=[CH:33][CH:32]=[CH:31][CH:30]=1.[SH2:35].C([O:39][CH2:40]C)(=O)C. (3) Given the product [N+:1]([C:4]1[CH:5]=[C:6]([C:12]2[O:13][C:14]3[CH:20]=[CH:19][C:18]([C:23]4[S:22][C:26]5[CH:27]=[CH:28][CH:29]=[CH:30][C:25]=5[CH:24]=4)=[CH:17][C:15]=3[N:16]=2)[CH:7]=[CH:8][C:9]=1[O:10][CH3:11])([O-:3])=[O:2], predict the reactants needed to synthesize it. The reactants are: [N+:1]([C:4]1[CH:5]=[C:6]([C:12]2[O:13][C:14]3[CH:20]=[CH:19][C:18](Br)=[CH:17][C:15]=3[N:16]=2)[CH:7]=[CH:8][C:9]=1[O:10][CH3:11])([O-:3])=[O:2].[S:22]1[C:26]2[CH:27]=[CH:28][CH:29]=[CH:30][C:25]=2[CH:24]=[C:23]1B(O)O. (4) Given the product [NH2:24][CH2:23][CH2:22][CH2:21][NH:20][C:18]([C@@H:13]([NH:12][C:10]([C:2]1[S:1][C:5]2[CH:6]=[CH:7][CH:8]=[CH:9][C:4]=2[CH:3]=1)=[O:11])[CH2:14][CH:15]([CH3:16])[CH3:17])=[O:19], predict the reactants needed to synthesize it. The reactants are: [S:1]1[C:5]2[CH:6]=[CH:7][CH:8]=[CH:9][C:4]=2[CH:3]=[C:2]1[C:10]([NH:12][C@H:13]([C:18]([NH:20][CH2:21][CH2:22][CH2:23][NH:24]C(=O)OC(C)(C)C)=[O:19])[CH2:14][CH:15]([CH3:17])[CH3:16])=[O:11].FC(F)(F)C(O)=O. (5) Given the product [C:10]1([C:2]2[CH:3]=[C:4]([Cl:9])[CH:5]=[C:6]([C:2]3[CH:3]=[CH:4][CH:5]=[CH:6][CH:7]=3)[CH:7]=2)[CH:15]=[CH:14][CH:13]=[CH:12][CH:11]=1, predict the reactants needed to synthesize it. The reactants are: Br[C:2]1[CH:3]=[C:4]([Cl:9])[CH:5]=[C:6](Br)[CH:7]=1.[C:10]1(B(O)O)[CH:15]=[CH:14][CH:13]=[CH:12][CH:11]=1.C(=O)([O-])[O-].[Na+].[Na+]. (6) The reactants are: N(C(OCC)=O)=NC(OCC)=O.C1(P(C2C=CC=CC=2)C2C=CC=CC=2)C=CC=CC=1.[F:32][C:33]1[CH:38]=[C:37]([OH:39])[CH:36]=[CH:35][C:34]=1[C:40](=[O:42])[CH3:41].[C:43]([O:47][C:48]([N:50]1[CH2:55][CH2:54][CH:53](O)[CH2:52][CH2:51]1)=[O:49])([CH3:46])([CH3:45])[CH3:44]. Given the product [C:43]([O:47][C:48]([N:50]1[CH2:55][CH2:54][CH:53]([O:39][C:37]2[CH:36]=[CH:35][C:34]([C:40](=[O:42])[CH3:41])=[C:33]([F:32])[CH:38]=2)[CH2:52][CH2:51]1)=[O:49])([CH3:46])([CH3:44])[CH3:45], predict the reactants needed to synthesize it. (7) Given the product [C:11]1([S:17]([N:20]2[CH:31]=[CH:30][C:29]3[C:21]2=[N:22][CH:23]=[C:24]2[C:28]=3[N:27]([CH:32]3[CH2:33][CH2:34][C:35](=[O:38])[CH2:36][CH2:37]3)[N:26]=[N:25]2)(=[O:18])=[O:19])[CH:16]=[CH:15][CH:14]=[CH:13][CH:12]=1, predict the reactants needed to synthesize it. The reactants are: C(Cl)(=O)C(Cl)=O.CS(C)=O.[C:11]1([S:17]([N:20]2[CH:31]=[CH:30][C:29]3[C:21]2=[N:22][CH:23]=[C:24]2[C:28]=3[N:27]([CH:32]3[CH2:37][CH2:36][CH:35]([OH:38])[CH2:34][CH2:33]3)[N:26]=[N:25]2)(=[O:19])=[O:18])[CH:16]=[CH:15][CH:14]=[CH:13][CH:12]=1.C(N(CC)CC)C. (8) Given the product [Cl:1][C:2]1[C:3](=[O:34])[N:4]([CH2:22][CH2:23][C:24]2[CH:25]=[CH:26][C:27]([C:28]([OH:30])=[O:29])=[CH:32][CH:33]=2)[C:42]([CH2:41][O:40][C:37]2[CH:38]=[CH:22][CH:23]=[C:24]([CH2:33][CH3:32])[CH:25]=2)=[C:6]([CH:5]2[CH2:9][CH2:10]2)[CH:7]=1, predict the reactants needed to synthesize it. The reactants are: [Cl:1][C:2]1[C:3](=[O:34])[N:4]([CH2:22][CH2:23][C:24]2[CH:33]=[CH:32][C:27]([C:28]([O:30]C)=[O:29])=[CH:26][CH:25]=2)[C:5]([C:9](=O)[C:10](=O)C2C=CC=C(CCC)C=2)=[C:6](Cl)[CH:7]=1.Cl.O.[C:37]([O:40][CH2:41][CH3:42])(=O)[CH3:38]. (9) Given the product [C:13]1([C:17]2[CH:22]=[CH:21][CH:20]=[CH:19][CH:18]=2)[CH:14]=[CH:15][CH:16]=[C:11]([C:9]([NH:8][C:5]2[CH:6]=[CH:7][C:2]([Cl:1])=[CH:3][C:4]=2[C:24]([OH:26])=[O:25])=[O:10])[CH:12]=1, predict the reactants needed to synthesize it. The reactants are: [Cl:1][C:2]1[CH:7]=[CH:6][C:5]([NH:8][C:9]([C:11]2[CH:12]=[C:13]([C:17]3[CH:22]=[CH:21][CH:20]=[CH:19][CH:18]=3)[CH:14]=[CH:15][CH:16]=2)=[O:10])=[C:4](I)[CH:3]=1.[C:24](=[O:26])=[O:25].